From a dataset of Catalyst prediction with 721,799 reactions and 888 catalyst types from USPTO. Predict which catalyst facilitates the given reaction. (1) Reactant: [Br:1][C:2]1[CH:7]=[CH:6][CH:5]=[CH:4][C:3]=1[C:8]1[CH:9]=[C:10]([NH:13][C:14]([NH2:16])=[S:15])[NH:11][N:12]=1.BrBr. Product: [Br:1][C:2]1[CH:7]=[CH:6][CH:5]=[CH:4][C:3]=1[C:8]1[C:9]2[S:15][C:14]([NH2:16])=[N:13][C:10]=2[NH:11][N:12]=1. The catalyst class is: 52. (2) Reactant: [NH2:1][C:2]1[CH:3]=[C:4]([OH:11])[C:5](=[CH:9][CH:10]=1)[C:6]([OH:8])=[O:7].[C:12](OC(=O)C)(=[O:14])[CH3:13]. Product: [C:12]([NH:1][C:2]1[CH:10]=[CH:9][C:5]([C:6]([OH:8])=[O:7])=[C:4]([OH:11])[CH:3]=1)(=[O:14])[CH3:13]. The catalyst class is: 21. (3) Reactant: [C:1]([O:5][C:6]([N:8]1[CH2:13][CH2:12][CH:11]([CH2:14][C:15]([N:17]2[CH2:22][CH2:21][CH:20]([OH:23])[CH2:19][CH2:18]2)=[O:16])[CH2:10][CH2:9]1)=[O:7])([CH3:4])([CH3:3])[CH3:2].C(N(CC)CC)C.[S:31](Cl)([CH3:34])(=[O:33])=[O:32]. Product: [C:1]([O:5][C:6]([N:8]1[CH2:9][CH2:10][CH:11]([CH2:14][C:15]([N:17]2[CH2:18][CH2:19][CH:20]([O:23][S:31]([CH3:34])(=[O:33])=[O:32])[CH2:21][CH2:22]2)=[O:16])[CH2:12][CH2:13]1)=[O:7])([CH3:4])([CH3:2])[CH3:3]. The catalyst class is: 11. (4) Reactant: [C:1]([C:3]1[CH:8]=[CH:7][CH:6]=[CH:5][C:4]=1[C:9]1[CH:14]=[CH:13][C:12]([CH2:15][C:16]2[C:21](=[O:22])[N:20]([C:23]3[CH:35]=[CH:34][C:26]([O:27][CH:28]([CH3:33])[C:29](OC)=[O:30])=[CH:25][CH:24]=3)[C:19]([CH3:36])=[N:18][C:17]=2[CH2:37][CH2:38][CH3:39])=[CH:11][CH:10]=1)#[N:2].C(OCC)(=O)C.O. Product: [OH:30][CH2:29][CH:28]([CH3:33])[O:27][C:26]1[CH:34]=[CH:35][C:23]([N:20]2[C:21](=[O:22])[C:16]([CH2:15][C:12]3[CH:13]=[CH:14][C:9]([C:4]4[C:3]([C:1]#[N:2])=[CH:8][CH:7]=[CH:6][CH:5]=4)=[CH:10][CH:11]=3)=[C:17]([CH2:37][CH2:38][CH3:39])[N:18]=[C:19]2[CH3:36])=[CH:24][CH:25]=1. The catalyst class is: 7. (5) Reactant: Br[C:2]1[CH:12]=[CH:11][C:5]2[CH2:6][S:7](=[O:10])(=[O:9])[CH2:8][C:4]=2[CH:3]=1.B1(B2OC(C)(C)C(C)(C)O2)OC(C)(C)C(C)(C)O1.CC([O-])=O.[K+].C([O-])([O-])=O.[K+].[K+].[NH2:42][C:43]1[C:48]2[CH:49]=[C:50](Br)[S:51][C:47]=2[C:46]([C:53]([NH2:55])=[O:54])=[CH:45][N:44]=1. Product: [NH2:42][C:43]1[C:48]2[CH:49]=[C:50]([C:2]3[CH:12]=[CH:11][CH:5]4[CH2:6][S:7](=[O:10])(=[O:9])[CH2:8][CH:4]4[CH:3]=3)[S:51][C:47]=2[C:46]([C:53]([NH2:55])=[O:54])=[CH:45][N:44]=1. The catalyst class is: 58. (6) Reactant: C[O:2][C:3](=[O:19])[C@H:4]([O:7][C:8]1[CH:13]=[CH:12][C:11]([F:14])=[C:10]([C:15](=[O:17])[NH2:16])[C:9]=1[F:18])[CH2:5][OH:6].C(=O)([O-])[O-].[Cs+:24].[Cs+]. Product: [C:15]([C:10]1[C:9]([F:18])=[C:8]([CH:13]=[CH:12][C:11]=1[F:14])[O:7][C@H:4]([CH2:5][OH:6])[C:3]([O-:19])=[O:2])(=[O:17])[NH2:16].[Cs+:24]. The catalyst class is: 192.